Dataset: Full USPTO retrosynthesis dataset with 1.9M reactions from patents (1976-2016). Task: Predict the reactants needed to synthesize the given product. (1) The reactants are: [CH2:1]([O:8][C:9]1[CH:18]=[C:17]([O:19][CH2:20][C:21]2[CH:26]=[CH:25][CH:24]=[CH:23][CH:22]=2)[CH:16]=[C:15]([CH3:27])[C:10]=1[C:11]([NH:13][NH2:14])=[O:12])[C:2]1[CH:7]=[CH:6][CH:5]=[CH:4][CH:3]=1.[OH:28][C:29]1[CH:30]=[C:31]([CH:37]=[CH:38][CH:39]=1)[CH:32]([OH:36])[C:33](O)=[O:34]. Given the product [OH:36][CH:32]([C:31]1[CH:37]=[CH:38][CH:39]=[C:29]([OH:28])[CH:30]=1)[C:33]([NH:14][NH:13][C:11](=[O:12])[C:10]1[C:15]([CH3:27])=[CH:16][C:17]([O:19][CH2:20][C:21]2[CH:26]=[CH:25][CH:24]=[CH:23][CH:22]=2)=[CH:18][C:9]=1[O:8][CH2:1][C:2]1[CH:3]=[CH:4][CH:5]=[CH:6][CH:7]=1)=[O:34], predict the reactants needed to synthesize it. (2) Given the product [NH2:34][CH:1]([C:4]1[S:8][C:7]([C:9]2[CH:14]=[CH:13][C:12]([C@@H:15]([N:17]3[CH2:22][CH2:21][C@:20]([CH2:29][CH2:30][CH2:31][OH:32])([C:23]4[CH:28]=[CH:27][CH:26]=[CH:25][CH:24]=4)[O:19][C:18]3=[O:33])[CH3:16])=[CH:11][CH:10]=2)=[CH:6][CH:5]=1)[CH3:2], predict the reactants needed to synthesize it. The reactants are: [C:1]([C:4]1[S:8][C:7]([C:9]2[CH:14]=[CH:13][C:12]([C@@H:15]([N:17]3[CH2:22][CH2:21][C@:20]([CH2:29][CH2:30][CH2:31][OH:32])([C:23]4[CH:28]=[CH:27][CH:26]=[CH:25][CH:24]=4)[O:19][C:18]3=[O:33])[CH3:16])=[CH:11][CH:10]=2)=[CH:6][CH:5]=1)(=O)[CH3:2].[NH3:34].[BH4-].[Na+]. (3) Given the product [CH:1]1([CH:7]([NH:25][C:26]2[CH:27]=[CH:28][C:29]([C:32]([N:34]([CH3:42])[CH2:35][CH2:36][C:37]([OH:39])=[O:38])=[O:33])=[CH:30][CH:31]=2)[C:9]2[C:10]([CH:22]3[CH2:24][CH2:23]3)=[N:11][N:12]([C:14]3[CH:19]=[CH:18][C:17]([O:20][CH3:21])=[CH:16][CH:15]=3)[CH:13]=2)[CH2:6][CH2:5][CH2:4][CH2:3][CH2:2]1, predict the reactants needed to synthesize it. The reactants are: [CH:1]1([CH:7]([C:9]2[C:10]([CH:22]3[CH2:24][CH2:23]3)=[N:11][N:12]([C:14]3[CH:19]=[CH:18][C:17]([O:20][CH3:21])=[CH:16][CH:15]=3)[CH:13]=2)O)[CH2:6][CH2:5][CH2:4][CH2:3][CH2:2]1.[NH2:25][C:26]1[CH:31]=[CH:30][C:29]([C:32]([N:34]([CH3:42])[CH2:35][CH2:36][C:37]([O:39]CC)=[O:38])=[O:33])=[CH:28][CH:27]=1. (4) Given the product [C:13]([C:2]1[CH:11]=[CH:10][C:5]([C:6]([O:8][CH3:9])=[O:7])=[C:4]([CH3:12])[CH:3]=1)#[N:14], predict the reactants needed to synthesize it. The reactants are: Br[C:2]1[CH:11]=[CH:10][C:5]([C:6]([O:8][CH3:9])=[O:7])=[C:4]([CH3:12])[CH:3]=1.[CH3:13][N:14](C)C=O. (5) Given the product [O:1]1[CH2:5][CH2:4][O:3][CH:2]1[CH2:6][C@H:7]([C:10]1[C:18]2[C:13](=[CH:14][CH:15]=[CH:16][CH:17]=2)[N:12]([CH3:19])[CH:11]=1)[CH2:8][O:9][S:28]([CH3:27])(=[O:30])=[O:29], predict the reactants needed to synthesize it. The reactants are: [O:1]1[CH2:5][CH2:4][O:3][CH:2]1[CH2:6][C@H:7]([C:10]1[C:18]2[C:13](=[CH:14][CH:15]=[CH:16][CH:17]=2)[N:12]([CH3:19])[CH:11]=1)[CH2:8][OH:9].CCN(CC)CC.[CH3:27][S:28](Cl)(=[O:30])=[O:29]. (6) Given the product [Cl:13][C:14]1[CH:19]=[CH:18][C:17]([C:2]2[C:3]([CH:4]=[O:5])=[CH:6][C:7]([N+:10]([O-:12])=[O:11])=[CH:8][CH:9]=2)=[CH:16][CH:15]=1, predict the reactants needed to synthesize it. The reactants are: Cl[C:2]1[CH:9]=[CH:8][C:7]([N+:10]([O-:12])=[O:11])=[CH:6][C:3]=1[CH:4]=[O:5].[Cl:13][C:14]1[CH:19]=[CH:18][C:17](B(O)O)=[CH:16][CH:15]=1.C(=O)([O-])O.[Na+].O. (7) Given the product [Cl:1][C:2]1[CH:3]=[C:4]([NH:9][C:10]2[C:19]3[C:14](=[CH:15][CH:16]=[CH:17][C:18]=3[O:20][CH2:21][C@@H:22]3[CH2:27][CH2:26][CH2:25][N:24]([C:28]([O:30][C:31]([CH3:34])([CH3:33])[CH3:32])=[O:29])[CH2:23]3)[N:13]=[CH:12][N:11]=2)[CH:5]=[CH:6][C:7]=1[O:8][CH2:36][C:37]1[CH:41]=[C:40]([CH3:42])[O:39][N:38]=1, predict the reactants needed to synthesize it. The reactants are: [Cl:1][C:2]1[CH:3]=[C:4]([NH:9][C:10]2[C:19]3[C:14](=[CH:15][CH:16]=[CH:17][C:18]=3[O:20][CH2:21][C@@H:22]3[CH2:27][CH2:26][CH2:25][N:24]([C:28]([O:30][C:31]([CH3:34])([CH3:33])[CH3:32])=[O:29])[CH2:23]3)[N:13]=[CH:12][N:11]=2)[CH:5]=[CH:6][C:7]=1[OH:8].Cl[CH2:36][C:37]1[CH:41]=[C:40]([CH3:42])[O:39][N:38]=1.